Dataset: Forward reaction prediction with 1.9M reactions from USPTO patents (1976-2016). Task: Predict the product of the given reaction. (1) Given the reactants [CH:1]1([N:4]([CH2:27][C:28]2[CH:33]=[C:32]([CH2:34][CH2:35][CH2:36][O:37][CH3:38])[CH:31]=[C:30]([O:39][CH2:40][CH2:41][O:42][CH3:43])[CH:29]=2)[C:5]([C@@H:7]2[C@@:12]([OH:19])([C:13]3[CH:18]=[CH:17][CH:16]=[CH:15][CH:14]=3)[CH2:11][CH2:10][N:9](C(OC(C)(C)C)=O)[CH2:8]2)=[O:6])[CH2:3][CH2:2]1.Cl, predict the reaction product. The product is: [CH:1]1([N:4]([CH2:27][C:28]2[CH:33]=[C:32]([CH2:34][CH2:35][CH2:36][O:37][CH3:38])[CH:31]=[C:30]([O:39][CH2:40][CH2:41][O:42][CH3:43])[CH:29]=2)[C:5]([CH:7]2[C:12]([OH:19])([C:13]3[CH:18]=[CH:17][CH:16]=[CH:15][CH:14]=3)[CH2:11][CH2:10][NH:9][CH2:8]2)=[O:6])[CH2:3][CH2:2]1. (2) The product is: [F:15][C:16]1[CH:17]=[C:18]2[C:22](=[CH:23][CH:24]=1)[N:21]([CH2:25][C:26]1[O:27][C:28]([C:31]([F:32])([F:34])[F:33])=[CH:29][CH:30]=1)[C:20](=[O:35])[C:19]2([C:7]1[C:6]([OH:9])=[CH:5][CH:4]=[C:3]([O:2][CH3:1])[N:8]=1)[CH2:38][OH:37]. Given the reactants [CH3:1][O:2][C:3]1[N:8]=[CH:7][C:6]([OH:9])=[CH:5][CH:4]=1.C([Mg]Cl)(C)C.[F:15][C:16]1[CH:17]=[C:18]2[C:22](=[CH:23][CH:24]=1)[N:21]([CH2:25][C:26]1[O:27][C:28]([C:31]([F:34])([F:33])[F:32])=[CH:29][CH:30]=1)[C:20](=[O:35])[C:19]2=O.[O:37]1CCC[CH2:38]1, predict the reaction product. (3) Given the reactants [C:1](Cl)(=O)[C:2]([Cl:4])=[O:3].[C:7]1(C(O)=O)[CH2:12][CH2:11]C[CH2:9][CH:8]=1, predict the reaction product. The product is: [C:1]1([C:2]([Cl:4])=[O:3])[CH2:11][CH2:12][CH2:7][CH2:8][CH:9]=1.